Dataset: Reaction yield outcomes from USPTO patents with 853,638 reactions. Task: Predict the reaction yield, written as a fraction of the theoretical maximum amount of product (1.0 means a 100% yield; for example, 0.34 means a 34% yield). The reactants are [NH2:1][C:2]1[CH:36]=[CH:35][C:5]([O:6][C:7]2[CH:12]=[CH:11][N:10]=[C:9]3[CH:13]=[C:14]([C:16]4[CH:17]=[C:18]([CH:32]=[CH:33][CH:34]=4)[CH2:19][N:20]([CH2:28][CH2:29][O:30][CH3:31])[C:21](=[O:27])[O:22][C:23]([CH3:26])([CH3:25])[CH3:24])[S:15][C:8]=23)=[C:4]([F:37])[CH:3]=1.[C:38]1([CH2:44][C:45]([N:47]=[C:48]=[S:49])=[O:46])[CH:43]=[CH:42][CH:41]=[CH:40][CH:39]=1. The catalyst is C1COCC1. The product is [F:37][C:4]1[CH:3]=[C:2]([NH:1][C:48]([NH:47][C:45](=[O:46])[CH2:44][C:38]2[CH:39]=[CH:40][CH:41]=[CH:42][CH:43]=2)=[S:49])[CH:36]=[CH:35][C:5]=1[O:6][C:7]1[CH:12]=[CH:11][N:10]=[C:9]2[CH:13]=[C:14]([C:16]3[CH:17]=[C:18]([CH:32]=[CH:33][CH:34]=3)[CH2:19][N:20]([CH2:28][CH2:29][O:30][CH3:31])[C:21](=[O:27])[O:22][C:23]([CH3:26])([CH3:25])[CH3:24])[S:15][C:8]=12. The yield is 0.900.